Dataset: Reaction yield outcomes from USPTO patents with 853,638 reactions. Task: Predict the reaction yield, written as a fraction of the theoretical maximum amount of product (1.0 means a 100% yield; for example, 0.34 means a 34% yield). The reactants are Br[C:2]1[CH:7]=[CH:6][CH:5]=[CH:4][C:3]=1[C:8]([C:27]([O:29][CH3:30])=[O:28])=[C:9]([NH:11][CH:12]([CH:14]1[CH2:19][CH2:18][N:17]([C:20]([O:22][C:23]([CH3:26])([CH3:25])[CH3:24])=[O:21])[CH2:16][CH2:15]1)[CH3:13])[CH3:10].C1(P(C2CCCCC2)C2C=CC=CC=2C2C(OC(C)C)=CC=CC=2OC(C)C)CCCCC1.O1CCOCC1.C[O-].[Na+]. The catalyst is CC(OC1C=CC=C(OC(C)C)C=1C1C(P(C2CCCCC2)C2CCCCC2)=CC=CC=1)C. The product is [C:23]([O:22][C:20]([N:17]1[CH2:18][CH2:19][CH:14]([CH:12]([N:11]2[C:4]3[C:3](=[CH:2][CH:7]=[CH:6][CH:5]=3)[C:8]([C:27]([O:29][CH3:30])=[O:28])=[C:9]2[CH3:10])[CH3:13])[CH2:15][CH2:16]1)=[O:21])([CH3:26])([CH3:25])[CH3:24]. The yield is 0.689.